From a dataset of Orexin1 receptor HTS with 218,158 compounds and 233 confirmed actives. Binary Classification. Given a drug SMILES string, predict its activity (active/inactive) in a high-throughput screening assay against a specified biological target. (1) The molecule is Clc1cc(N2C(=S)N(CC2=O)Cc2cc(OC)c(OC)cc2)c(OC)cc1. The result is 0 (inactive). (2) The drug is S(=O)(=O)(N1CCC(CC1)C(OCC)=O)c1cc2c(NC(=O)C2)cc1. The result is 0 (inactive). (3) The compound is O1C2C(C(Nc3c2cccc3)c2occc2)CC1. The result is 0 (inactive). (4) The compound is s1c2c(CCC2)c2c1nc(SCc1n(c3ccccc3)c(=S)[nH]n1)[nH]c2=O. The result is 0 (inactive). (5) The molecule is o1c2c(cc(c(OCC(=O)C)c2)CC)c(c2ccccc2)cc1=O. The result is 0 (inactive). (6) The drug is O(P(=O)(C(O)c1cccnc1)c1ccc(N(C)C)cc1)CC. The result is 0 (inactive). (7) The drug is Oc1c(C(CCO)CO)c(O)cc2c1C(=O)c1c(C2=O)cc(O)cc1O. The result is 0 (inactive). (8) The molecule is O=C(N(CC)CC)C(N(c1nc(NC(C)C)nc(n1)NCC)C#N)C. The result is 0 (inactive). (9) The compound is O=C(Nc1cc(NC(=O)C)ccc1)CCc1ccccc1. The result is 0 (inactive).